Dataset: Full USPTO retrosynthesis dataset with 1.9M reactions from patents (1976-2016). Task: Predict the reactants needed to synthesize the given product. (1) Given the product [F:41][C:20]([F:19])([F:40])[C:21]1[CH:35]=[C:34]([C:36]([F:39])([F:38])[F:37])[CH:33]=[CH:32][C:22]=1[CH2:23][N:24]1[CH2:29][CH2:28][CH:27](/[CH:30]=[C:10]2/[C:6]([NH:5][C@H:4]([C:12]([N:14]([CH3:15])[CH3:16])=[O:13])[C:3]([O:2][CH3:1])([CH3:18])[CH3:17])=[N:7][C:8](=[O:11])[S:9]/2)[CH2:26][CH2:25]1, predict the reactants needed to synthesize it. The reactants are: [CH3:1][O:2][C:3]([CH3:18])([CH3:17])[C@@H:4]([C:12]([N:14]([CH3:16])[CH3:15])=[O:13])[NH:5][C:6]1[CH2:10][S:9][C:8](=[O:11])[N:7]=1.[F:19][C:20]([F:41])([F:40])[C:21]1[CH:35]=[C:34]([C:36]([F:39])([F:38])[F:37])[CH:33]=[CH:32][C:22]=1[CH2:23][N:24]1[CH2:29][CH2:28][CH:27]([CH:30]=O)[CH2:26][CH2:25]1.C([O-])(=O)C.[NH2+]1CCCCC1. (2) Given the product [CH2:1]([C:5]1[C:9]([CH:10]=[O:11])=[CH:8][N:7]([C:12]2[CH:17]=[CH:16][C:15]([C:18]([F:19])([F:20])[F:21])=[CH:14][N:13]=2)[N:6]=1)[CH2:2][CH2:3][CH3:4], predict the reactants needed to synthesize it. The reactants are: [CH2:1]([C:5]1[C:9]([CH2:10][OH:11])=[CH:8][N:7]([C:12]2[CH:17]=[CH:16][C:15]([C:18]([F:21])([F:20])[F:19])=[CH:14][N:13]=2)[N:6]=1)[CH2:2][CH2:3][CH3:4].